This data is from Reaction yield outcomes from USPTO patents with 853,638 reactions. The task is: Predict the reaction yield, written as a fraction of the theoretical maximum amount of product (1.0 means a 100% yield; for example, 0.34 means a 34% yield). (1) The reactants are [OH-].[Na+].C([O:5][C:6]([C:8]1[C:12]2[CH2:13][CH2:14][CH:15]([CH3:16])[C:11]=2[NH:10][N:9]=1)=[O:7])C. The catalyst is CO. The product is [CH3:16][CH:15]1[C:11]2[NH:10][N:9]=[C:8]([C:6]([OH:7])=[O:5])[C:12]=2[CH2:13][CH2:14]1. The yield is 0.733. (2) The reactants are [F:1][C:2]([F:32])([F:31])[C:3]1[CH:26]=[C:25]([C:27]([F:30])([F:29])[F:28])[CH:24]=[CH:23][C:4]=1[CH2:5][O:6][C:7]1[CH:14]=[CH:13][C:10]([CH:11]=O)=[CH:9][C:8]=1[O:15][CH2:16][CH:17]1[CH2:22][CH2:21][CH2:20][CH2:19][CH2:18]1.[CH3:33][NH:34][C:35]1[CH2:39][S:38][C:37](=[O:40])[N:36]=1.CC(C)([O-])C.[K+].O. The catalyst is C(O)C. The product is [F:1][C:2]([F:31])([F:32])[C:3]1[CH:26]=[C:25]([C:27]([F:30])([F:29])[F:28])[CH:24]=[CH:23][C:4]=1[CH2:5][O:6][C:7]1[CH:14]=[CH:13][C:10](/[CH:11]=[C:39]2/[C:35]([NH:34][CH3:33])=[N:36][C:37](=[O:40])[S:38]/2)=[CH:9][C:8]=1[O:15][CH2:16][CH:17]1[CH2:18][CH2:19][CH2:20][CH2:21][CH2:22]1. The yield is 0.270. (3) The reactants are [OH:1][CH2:2][CH2:3][N:4]1[C:8]([C:9]2[N:10]=[C:11]3[N:21]([CH:22]=2)[CH2:20][CH2:19][O:18][C:17]2[C:12]3=[CH:13][CH:14]=[C:15]([C:23](=[O:25])[CH3:24])[CH:16]=2)=[N:7][CH:6]=[N:5]1.[CH3:26][N:27]([CH:29](OC)OC)[CH3:28]. No catalyst specified. The product is [CH3:26][N:27]([CH3:29])/[CH:28]=[CH:24]/[C:23]([C:15]1[CH:16]=[C:17]2[C:12](=[CH:13][CH:14]=1)[C:11]1[N:21]([CH:22]=[C:9]([C:8]3[N:4]([CH2:3][CH2:2][OH:1])[N:5]=[CH:6][N:7]=3)[N:10]=1)[CH2:20][CH2:19][O:18]2)=[O:25]. The yield is 0.900. (4) The reactants are [F:1][C:2]([F:14])([F:13])[C:3]1[CH:8]=[CH:7][C:6]([CH2:9][C:10]([OH:12])=O)=[CH:5][CH:4]=1.[CH3:15][O:16][C:17]1[CH:18]=[C:19]([CH:21]=[CH:22][C:23]=1[O:24][CH3:25])[NH2:20].Cl.CN(C)CCCN=C=NCC. The catalyst is ClCCl. The product is [CH3:15][O:16][C:17]1[CH:18]=[C:19]([NH:20][C:10](=[O:12])[CH2:9][C:6]2[CH:5]=[CH:4][C:3]([C:2]([F:1])([F:14])[F:13])=[CH:8][CH:7]=2)[CH:21]=[CH:22][C:23]=1[O:24][CH3:25]. The yield is 0.800.